Dataset: P-glycoprotein inhibition data for predicting drug efflux from Broccatelli et al.. Task: Regression/Classification. Given a drug SMILES string, predict its absorption, distribution, metabolism, or excretion properties. Task type varies by dataset: regression for continuous measurements (e.g., permeability, clearance, half-life) or binary classification for categorical outcomes (e.g., BBB penetration, CYP inhibition). Dataset: pgp_broccatelli. The compound is O=c1cc(-c2ccccc2)oc2cc(O)c(Oc3ccccc3)c(O)c12. The result is 1 (inhibitor).